Dataset: Reaction yield outcomes from USPTO patents with 853,638 reactions. Task: Predict the reaction yield, written as a fraction of the theoretical maximum amount of product (1.0 means a 100% yield; for example, 0.34 means a 34% yield). (1) The reactants are C(OC([NH:8][CH2:9][CH:10]1[CH2:15][CH2:14][N:13]([C:16]2[N:20]([CH3:21])[N:19]=[CH:18][C:17]=2[NH:22][C:23]([C:25]2[N:26]=[C:27](Br)[S:28][C:29]=2[NH:30]C(=O)OC(C)(C)C)=[O:24])[CH2:12][CH2:11]1)=O)CCC.[F:39][C:40]1[CH:41]=[CH:42][C:43]([O:49][CH3:50])=[C:44](B(O)O)[CH:45]=1. No catalyst specified. The product is [NH2:30][C:29]1[S:28][C:27]([C:42]2[CH:41]=[C:40]([F:39])[CH:45]=[CH:44][C:43]=2[O:49][CH3:50])=[N:26][C:25]=1[C:23]([NH:22][C:17]1[CH:18]=[N:19][N:20]([CH3:21])[C:16]=1[N:13]1[CH2:14][CH2:15][CH:10]([CH2:9][NH2:8])[CH2:11][CH2:12]1)=[O:24]. The yield is 0.260. (2) The reactants are [C:1]([O:5][C:6]([N:8]1[CH2:13][CH2:12][N:11]([C:14]2[C:19](I)=[CH:18][N:17]=[CH:16][N:15]=2)[CH2:10][CH2:9]1)=[O:7])([CH3:4])([CH3:3])[CH3:2].N1C2C(=CC=C3C=2N=CC=C3)C=CC=1.C([O-])([O-])=O.[Cs+].[Cs+].[CH2:41]([OH:48])[C:42]1[CH:47]=[CH:46][CH:45]=[CH:44][CH:43]=1. The catalyst is [Cu]I.C1(C)C=CC=CC=1. The product is [C:1]([O:5][C:6]([N:8]1[CH2:13][CH2:12][N:11]([C:14]2[C:19]([O:48][CH2:41][C:42]3[CH:47]=[CH:46][CH:45]=[CH:44][CH:43]=3)=[CH:18][N:17]=[CH:16][N:15]=2)[CH2:10][CH2:9]1)=[O:7])([CH3:4])([CH3:3])[CH3:2]. The yield is 0.860. (3) The reactants are Br[C:2]1[S:3][C:4]2[CH:10]=[C:9]([N+:11]([O-:13])=[O:12])[CH:8]=[CH:7][C:5]=2[N:6]=1.[CH3:14][NH:15][CH2:16][CH2:17][N:18]([CH3:20])[CH3:19]. The catalyst is C1COCC1.C(Cl)Cl. The product is [CH3:19][N:18]([CH3:20])[CH2:17][CH2:16][N:15]([CH3:14])[C:2]1[S:3][C:4]2[CH:10]=[C:9]([N+:11]([O-:13])=[O:12])[CH:8]=[CH:7][C:5]=2[N:6]=1. The yield is 1.00. (4) The reactants are [Br:1][C:2]1[CH:7]=[CH:6][N:5]=[C:4]2[NH:8][CH:9]=[CH:10][C:3]=12.[C:11](O[C:11]([O:13][C:14]([CH3:17])([CH3:16])[CH3:15])=[O:12])([O:13][C:14]([CH3:17])([CH3:16])[CH3:15])=[O:12].C(N(CC)CC)C. The catalyst is CN(C)C1C=CN=CC=1.C(Cl)Cl. The product is [C:14]([O:13][C:11]([N:8]1[C:4]2=[N:5][CH:6]=[CH:7][C:2]([Br:1])=[C:3]2[CH:10]=[CH:9]1)=[O:12])([CH3:17])([CH3:16])[CH3:15]. The yield is 0.610. (5) The reactants are [CH3:1][O:2][C:3]1[CH:9]=[C:8]([O:10][CH3:11])[CH:7]=[CH:6][C:4]=1N.Br[CH2:13][CH2:14][CH2:15][CH2:16]Br.C(=O)([O-])[O-].[K+].[K+].C[N:25](C)C=O. No catalyst specified. The product is [N:25]1([CH2:1][O:2][C:3]2[CH:4]=[CH:6][CH:7]=[C:8]([O:10][CH3:11])[CH:9]=2)[CH2:16][CH2:15][CH2:14][CH2:13]1. The yield is 0.630. (6) The reactants are [F:1][CH:2]([F:11])[C:3]1[CH:7]=[C:6]([CH:8]([F:10])[F:9])[NH:5][N:4]=1.C1C(=O)N([Br:19])C(=O)C1. The catalyst is CC(N=NC(C#N)(C)C)(C#N)C.C(Cl)(Cl)(Cl)Cl. The product is [Br:19][C:7]1[C:6]([CH:8]([F:9])[F:10])=[N:5][NH:4][C:3]=1[CH:2]([F:1])[F:11]. The yield is 0.430. (7) The reactants are [F:1][C:2]1[CH:25]=[CH:24][CH:23]=[C:22]([F:26])[C:3]=1[C:4]([NH:6][C:7]1[CH:12]=[CH:11][C:10](B2OC(C)(C)C(C)(C)O2)=[CH:9][CH:8]=1)=[O:5].[CH3:27][O:28][C:29](=[O:38])[C:30]1[CH:35]=[CH:34][C:33]([CH3:36])=[C:32](Br)[CH:31]=1.C([O-])([O-])=O.[K+].[K+]. The catalyst is CN1CCCC1=O. The product is [CH3:27][O:28][C:29]([C:30]1[CH:31]=[C:32]([C:10]2[CH:9]=[CH:8][C:7]([NH:6][C:4](=[O:5])[C:3]3[C:22]([F:26])=[CH:23][CH:24]=[CH:25][C:2]=3[F:1])=[CH:12][CH:11]=2)[C:33]([CH3:36])=[CH:34][CH:35]=1)=[O:38]. The yield is 0.750.